Dataset: Reaction yield outcomes from USPTO patents with 853,638 reactions. Task: Predict the reaction yield, written as a fraction of the theoretical maximum amount of product (1.0 means a 100% yield; for example, 0.34 means a 34% yield). (1) The yield is 0.920. The product is [S:7]([C:10]1[CH:16]=[CH:15][C:13]([CH3:14])=[CH:12][CH:11]=1)([O:6][CH:2]([CH2:3][CH2:4][CH3:5])[CH3:1])(=[O:9])=[O:8]. The reactants are [CH3:1][CH:2]([OH:6])[CH2:3][CH2:4][CH3:5].[S:7](Cl)([C:10]1[CH:16]=[CH:15][C:13]([CH3:14])=[CH:12][CH:11]=1)(=[O:9])=[O:8].CCN(CC)CC. The catalyst is CN(C1C=CN=CC=1)C. (2) The reactants are [F:1][C:2]1[C:3]([NH:18][C:19]2[CH:24]=[CH:23][C:22]([I:25])=[CH:21][C:20]=2[F:26])=[C:4]([C:9]([N:11]2[CH2:14][CH:13]([C:15]([OH:17])=O)[CH2:12]2)=[O:10])[CH:5]=[CH:6][C:7]=1[F:8].CN(C(ON1N=NC2C=CC=CC1=2)=[N+](C)C)C.F[P-](F)(F)(F)(F)F.[NH2:51][CH2:52][CH2:53][OH:54].CN1CCOCC1. The catalyst is CN(C)C=O.C(Cl)(Cl)Cl. The product is [F:1][C:2]1[C:3]([NH:18][C:19]2[CH:24]=[CH:23][C:22]([I:25])=[CH:21][C:20]=2[F:26])=[C:4]([C:9]([N:11]2[CH2:12][CH:13]([C:15]([NH:51][CH2:52][CH2:53][OH:54])=[O:17])[CH2:14]2)=[O:10])[CH:5]=[CH:6][C:7]=1[F:8]. The yield is 0.580. (3) The reactants are [CH3:1][C:2]1[CH:11]=[CH:10][C:9]2[C:4](=[CH:5][CH:6]=[CH:7][C:8]=2[N:12]2[CH2:17][CH2:16][N:15]([CH2:18][CH2:19][C:20]3[CH:21]=[C:22]([NH:26][C:27](=[O:29])[CH3:28])[CH:23]=[CH:24][CH:25]=3)[CH2:14][CH2:13]2)[N:3]=1.[H-].[Na+].I[CH3:33]. The catalyst is C1COCC1. The product is [CH3:33][N:26]([C:22]1[CH:23]=[CH:24][CH:25]=[C:20]([CH2:19][CH2:18][N:15]2[CH2:14][CH2:13][N:12]([C:8]3[CH:7]=[CH:6][CH:5]=[C:4]4[C:9]=3[CH:10]=[CH:11][C:2]([CH3:1])=[N:3]4)[CH2:17][CH2:16]2)[CH:21]=1)[C:27](=[O:29])[CH3:28]. The yield is 0.610. (4) The reactants are [CH:1]12N(C([O-])=O)[CH:5]([CH2:6][CH2:7]1)[CH2:4]N[CH2:2]2.[C:12]([N:15]1[C:24]2[C:19](=[CH:20][C:21]([N:25]3[CH2:31][CH:30]4[N:32]([C:33]([O:35][C:36]([CH3:39])([CH3:38])[CH3:37])=[O:34])[CH:27]([CH2:28][CH2:29]4)[CH2:26]3)=[CH:22][CH:23]=2)[C@H:18]([NH2:40])[C@@H:17]([CH3:41])[C@@H:16]1[CH3:42])(=[O:14])[CH3:13].BrC1C=CC=CC=1.CN(C1C(C2C(P(C3CCCCC3)C3CCCCC3)=CC=CC=2)=CC=CC=1)C.CC(C)([O-])C.[Na+]. The catalyst is O1CCOCC1.C1C=CC(/C=C/C(/C=C/C2C=CC=CC=2)=O)=CC=1.C1C=CC(/C=C/C(/C=C/C2C=CC=CC=2)=O)=CC=1.C1C=CC(/C=C/C(/C=C/C2C=CC=CC=2)=O)=CC=1.[Pd].[Pd]. The product is [C:12]([N:15]1[C:24]2[C:19](=[CH:20][C:21]([N:25]3[CH2:31][CH:30]4[N:32]([C:33]([O:35][C:36]([CH3:39])([CH3:38])[CH3:37])=[O:34])[CH:27]([CH2:28][CH2:29]4)[CH2:26]3)=[CH:22][CH:23]=2)[C@H:18]([NH:40][C:2]2[CH:4]=[CH:5][CH:6]=[CH:7][CH:1]=2)[C@@H:17]([CH3:41])[C@@H:16]1[CH3:42])(=[O:14])[CH3:13]. The yield is 0.510. (5) The reactants are [Br:1][C:2]1[CH:3]=[C:4]2[C:11]3([C:15](=[O:16])[NH:14][C:13](=O)[NH:12]3)[CH2:10][CH:9]([C:18]3[CH:23]=[CH:22][CH:21]=[C:20]([Cl:24])[CH:19]=3)[O:8][C:5]2=[CH:6][CH:7]=1.COC1C=CC(P2(SP(C3C=CC(OC)=CC=3)(=S)S2)=[S:34])=CC=1. The catalyst is O1CCOCC1. The product is [Br:1][C:2]1[CH:3]=[C:4]2[C:11]3([C:15](=[O:16])[NH:14][C:13](=[S:34])[NH:12]3)[CH2:10][CH:9]([C:18]3[CH:23]=[CH:22][CH:21]=[C:20]([Cl:24])[CH:19]=3)[O:8][C:5]2=[CH:6][CH:7]=1. The yield is 0.710. (6) The reactants are [CH2:1]([C:3]1[CH:8]=[CH:7][CH:6]=[C:5]([O:9][CH2:10][C:11]2[CH:16]=[CH:15][CH:14]=[CH:13][CH:12]=2)[CH:4]=1)[CH3:2].[Br:17]N1C(=O)CCC1=O.S(=O)(=O)(O)O.C(=O)(O)[O-].[Na+].OS([O-])=O.[Na+]. The catalyst is C1COCC1.C(OCC)(=O)C. The product is [Br:17][C:8]1[CH:7]=[CH:6][C:5]([O:9][CH2:10][C:11]2[CH:16]=[CH:15][CH:14]=[CH:13][CH:12]=2)=[CH:4][C:3]=1[CH2:1][CH3:2]. The yield is 0.830. (7) The reactants are [OH:1][C@@H:2]1[C:15]([CH3:17])([CH3:16])[O:14][C:13]2[C:4](=[C:5]3[C:10](=[CH:11][CH:12]=2)[N:9]=[C:8]([C:18]#[N:19])[CH:7]=[CH:6]3)[C@H:3]1[NH:20][CH2:21][CH2:22][C:23]1[CH:28]=[CH:27][CH:26]=[CH:25][CH:24]=1.[OH-:29].[K+].[Cl-].[Na+]. The catalyst is C(O)(C)(C)C. The product is [OH:1][C@@H:2]1[C:15]([CH3:17])([CH3:16])[O:14][C:13]2[C:4](=[C:5]3[C:10](=[CH:11][CH:12]=2)[N:9]=[C:8]([C:18]([NH2:19])=[O:29])[CH:7]=[CH:6]3)[C@H:3]1[NH:20][CH2:21][CH2:22][C:23]1[CH:24]=[CH:25][CH:26]=[CH:27][CH:28]=1. The yield is 0.540. (8) The reactants are [O:1]=[C:2]1[CH2:6][CH2:5][C@:4]([C:11]2[CH:16]=[CH:15][CH:14]=[CH:13][CH:12]=2)([C:7]([O:9][CH3:10])=[O:8])[CH2:3]1.C1COCC1.C[Si]([N-][Si](C)(C)C)(C)C.[Na+].ClC1C=CC(N([S:40]([C:43]([F:46])([F:45])[F:44])(=[O:42])=[O:41])[S:40]([C:43]([F:46])([F:45])[F:44])(=[O:42])=[O:41])=NC=1. The catalyst is C(Cl)Cl. The product is [C:11]1([C@:4]2([C:7]([O:9][CH3:10])=[O:8])[CH2:5][CH2:6][C:2]([O:1][S:40]([C:43]([F:46])([F:45])[F:44])(=[O:42])=[O:41])=[CH:3]2)[CH:12]=[CH:13][CH:14]=[CH:15][CH:16]=1. The yield is 0.580. (9) The yield is 0.910. The product is [CH2:1]([O:8][C:9](=[O:14])[C@@H:10]([CH2:12][OH:13])[NH:11][C:29](=[O:30])[CH2:28][C@H:27]([O:26][C:15](=[O:25])[CH2:16][CH2:17][CH2:18][CH2:19][CH2:20][CH2:21][CH2:22][CH2:23][CH3:24])[CH2:32][CH2:33][CH2:34][CH2:35][CH2:36][CH2:37][CH2:38][CH2:39][CH2:40][CH2:41][CH3:42])[C:2]1[CH:7]=[CH:6][CH:5]=[CH:4][CH:3]=1. The reactants are [CH2:1]([O:8][C:9](=[O:14])[C@@H:10]([CH2:12][OH:13])[NH2:11])[C:2]1[CH:7]=[CH:6][CH:5]=[CH:4][CH:3]=1.[C:15]([O:26][C@H:27]([CH2:32][CH2:33][CH2:34][CH2:35][CH2:36][CH2:37][CH2:38][CH2:39][CH2:40][CH2:41][CH3:42])[CH2:28][C:29](O)=[O:30])(=[O:25])[CH2:16][CH2:17][CH2:18][CH2:19][CH2:20][CH2:21][CH2:22][CH2:23][CH3:24].C(Cl)CCl.CI. The catalyst is C(Cl)Cl.